From a dataset of Forward reaction prediction with 1.9M reactions from USPTO patents (1976-2016). Predict the product of the given reaction. (1) The product is: [Cl:18][C:13]1[N:12]=[C:11]([NH:10][C:4]2[CH:5]=[CH:6][C:7]([O:8][CH3:9])=[C:2]([Cl:1])[CH:3]=2)[N:16]=[C:15]([NH:26][CH2:25][CH:19]2[CH2:24][CH2:23][CH2:22][CH2:21][CH2:20]2)[N:14]=1. Given the reactants [Cl:1][C:2]1[CH:3]=[C:4]([NH:10][C:11]2[N:16]=[C:15](Cl)[N:14]=[C:13]([Cl:18])[N:12]=2)[CH:5]=[CH:6][C:7]=1[O:8][CH3:9].[CH:19]1([CH2:25][NH2:26])[CH2:24][CH2:23][CH2:22][CH2:21][CH2:20]1.[OH-].[Na+].Cl, predict the reaction product. (2) Given the reactants [Si:1]([O:8][CH2:9][C:10]([N:13]1[C:18](=[O:19])[CH:17]=[CH:16][C:15](C(O)=O)=[CH:14]1)([CH3:12])[CH3:11])([C:4]([CH3:7])([CH3:6])[CH3:5])([CH3:3])[CH3:2].CC[N:25]([CH:29](C)C)C(C)C.C1(P(N=[N+]=[N-])(C2C=CC=CC=2)=[O:39])C=CC=CC=1.[C:49]([OH:53])([CH3:52])([CH3:51])[CH3:50], predict the reaction product. The product is: [Si:1]([O:8][CH2:9][C:10]([N:13]1[C:18](=[O:19])[CH:17]=[CH:16][C:15]([NH:25][C:29](=[O:39])[O:53][C:49]([CH3:52])([CH3:51])[CH3:50])=[CH:14]1)([CH3:12])[CH3:11])([C:4]([CH3:7])([CH3:6])[CH3:5])([CH3:3])[CH3:2]. (3) Given the reactants [H-].[Na+].[CH3:3][S:4]([NH2:7])(=[O:6])=[O:5].[CH:8]([C@@H:11]1[CH2:15][O:14][C:13](=[O:16])[N:12]1[C:17]1[CH:18]=[C:19]([CH:23]2[C:32]([CH3:34])([CH3:33])[CH2:31][C:30]3[C:25](=[CH:26][CH:27]=[C:28]([C:35](O)=[O:36])[CH:29]=3)[NH:24]2)[CH:20]=[CH:21][CH:22]=1)([CH3:10])[CH3:9].C(N1C=CN=C1)(N1C=CN=C1)=O, predict the reaction product. The product is: [CH:8]([C@@H:11]1[CH2:15][O:14][C:13](=[O:16])[N:12]1[C:17]1[CH:18]=[C:19]([CH:23]2[C:32]([CH3:34])([CH3:33])[CH2:31][C:30]3[C:25](=[CH:26][CH:27]=[C:28]([C:35]([NH:7][S:4]([CH3:3])(=[O:6])=[O:5])=[O:36])[CH:29]=3)[NH:24]2)[CH:20]=[CH:21][CH:22]=1)([CH3:10])[CH3:9]. (4) The product is: [C:1]([NH:8][CH2:9][C:10]1[CH:15]=[CH:14][C:13](/[CH:16]=[CH:17]/[C:18]([NH:20][CH:21]([C:26]2[CH:31]=[CH:30][CH:29]=[C:28]([C:32]([F:33])([F:34])[F:35])[CH:27]=2)[C:22]([F:23])([F:24])[F:25])=[O:19])=[CH:12][C:11]=1[C:36]([F:37])([F:38])[F:39])(=[O:5])[CH:2]([CH3:4])[CH3:3]. Given the reactants [C:1](Cl)(=[O:5])[CH:2]([CH3:4])[CH3:3].Cl.[NH2:8][CH2:9][C:10]1[CH:15]=[CH:14][C:13](/[CH:16]=[CH:17]/[C:18]([NH:20][CH:21]([C:26]2[CH:31]=[CH:30][CH:29]=[C:28]([C:32]([F:35])([F:34])[F:33])[CH:27]=2)[C:22]([F:25])([F:24])[F:23])=[O:19])=[CH:12][C:11]=1[C:36]([F:39])([F:38])[F:37].CCN(C(C)C)C(C)C, predict the reaction product. (5) Given the reactants [Br:1][C:2]1[CH:3]=[C:4]([CH:7]=[CH:8][C:9]=1[O:10][CH2:11][CH2:12][CH3:13])[CH:5]=[O:6].[O-:14][Mn](=O)(=O)=O.[K+], predict the reaction product. The product is: [Br:1][C:2]1[CH:3]=[C:4]([CH:7]=[CH:8][C:9]=1[O:10][CH2:11][CH2:12][CH3:13])[C:5]([OH:14])=[O:6]. (6) Given the reactants [CH2:1]([O:3][C:4]([C:6]1[NH:7][C:8]2[C:13]([CH:14]=1)=[C:12]([OH:15])[CH:11]=[CH:10][CH:9]=2)=[O:5])[CH3:2].F[C:17]1[CH:22]=[C:21]([CH3:23])[CH:20]=[CH:19][C:18]=1[N+:24]([O-:26])=[O:25].C(=O)([O-])[O-].[K+].[K+], predict the reaction product. The product is: [CH2:1]([O:3][C:4]([C:6]1[NH:7][C:8]2[C:13]([CH:14]=1)=[C:12]([O:15][C:17]1[CH:22]=[C:21]([CH3:23])[CH:20]=[CH:19][C:18]=1[N+:24]([O-:26])=[O:25])[CH:11]=[CH:10][CH:9]=2)=[O:5])[CH3:2]. (7) Given the reactants C([O:8][C:9](=[O:30])[C@@H:10]([CH2:26][CH:27]([CH3:29])[CH3:28])[N:11]([CH2:19][CH2:20][C:21]([O:23][CH2:24][CH3:25])=[O:22])[C:12]([O:14][C:15]([CH3:18])([CH3:17])[CH3:16])=[O:13])C1C=CC=CC=1.[H][H], predict the reaction product. The product is: [CH2:24]([O:23][C:21]([CH2:20][CH2:19][N:11]([C:12]([O:14][C:15]([CH3:18])([CH3:16])[CH3:17])=[O:13])[C@@H:10]([C:9]([OH:30])=[O:8])[CH2:26][CH:27]([CH3:28])[CH3:29])=[O:22])[CH3:25]. (8) Given the reactants Cl.[F:2][C:3]([F:27])([F:26])[C:4]1[CH:5]=[CH:6][C:7]([O:10][C:11]2[CH:12]=[C:13]([CH:17]3[CH2:20][C:19]4([CH2:25][CH2:24][NH:23][CH2:22][CH2:21]4)[CH2:18]3)[CH:14]=[CH:15][CH:16]=2)=[N:8][CH:9]=1.C1([O:34][C:35](=O)[NH:36][C:37]2[O:41][N:40]=[C:39]([CH3:42])[C:38]=2[CH3:43])C=CC=CC=1, predict the reaction product. The product is: [CH3:42][C:39]1[C:38]([CH3:43])=[C:37]([NH:36][C:35]([N:23]2[CH2:22][CH2:21][C:19]3([CH2:20][CH:17]([C:13]4[CH:14]=[CH:15][CH:16]=[C:11]([O:10][C:7]5[CH:6]=[CH:5][C:4]([C:3]([F:2])([F:26])[F:27])=[CH:9][N:8]=5)[CH:12]=4)[CH2:18]3)[CH2:25][CH2:24]2)=[O:34])[O:41][N:40]=1. (9) Given the reactants [O-]P([O-])([O-])=O.[K+].[K+].[K+].[CH3:9][C@@H:10]([NH2:17])[C:11]1[CH:16]=[CH:15][CH:14]=[CH:13][CH:12]=1.I[C:19]1[CH:24]=[CH:23][CH:22]=[CH:21][CH:20]=1.C(O)CO, predict the reaction product. The product is: [C:19]1([NH:17][C@H:10]([CH3:9])[C:11]2[CH:16]=[CH:15][CH:14]=[CH:13][CH:12]=2)[CH:24]=[CH:23][CH:22]=[CH:21][CH:20]=1. (10) The product is: [CH2:5]([O:12][CH:13]1[CH2:14][CH:15]([S:17]([O-:20])(=[O:19])=[O:18])[CH2:16]1)[C:6]1[CH:11]=[CH:10][CH:9]=[CH:8][CH:7]=1.[K+:4]. Given the reactants C([S-])#N.[K+:4].[CH2:5]([O:12][CH:13]1[CH2:16][CH:15]([S:17]([O:20]CCCC)(=[O:19])=[O:18])[CH2:14]1)[C:6]1[CH:11]=[CH:10][CH:9]=[CH:8][CH:7]=1.C(OCC)(=O)C, predict the reaction product.